This data is from Catalyst prediction with 721,799 reactions and 888 catalyst types from USPTO. The task is: Predict which catalyst facilitates the given reaction. The catalyst class is: 842. Product: [CH:1]1([CH:7]([NH:20][C:21]2[CH:22]=[CH:23][C:24]([C:53]([N:31]([CH3:30])[CH2:32][CH2:33][C:34]([OH:36])=[O:35])=[O:52])=[CH:28][CH:29]=2)[C:8]2[CH:12]=[C:11]([C:13]3[CH:14]=[N:15][N:16]([CH3:18])[CH:17]=3)[O:10][C:9]=2[CH3:19])[CH2:6][CH2:5][CH2:4][CH2:3][CH2:2]1. Reactant: [CH:1]1([CH:7]([NH:20][C:21]2[CH:29]=[CH:28][C:24](C(O)=O)=[CH:23][CH:22]=2)[C:8]2[CH:12]=[C:11]([C:13]3[CH:14]=[N:15][N:16]([CH3:18])[CH:17]=3)[O:10][C:9]=2[CH3:19])[CH2:6][CH2:5][CH2:4][CH2:3][CH2:2]1.[CH3:30][NH:31][CH2:32][CH2:33][C:34]([O:36]CC)=[O:35].Cl.C(N=C=NCCCN(C)C)C.O.[OH:52][C:53]1C2N=NNC=2C=CC=1.